Dataset: Full USPTO retrosynthesis dataset with 1.9M reactions from patents (1976-2016). Task: Predict the reactants needed to synthesize the given product. (1) The reactants are: C([O:3][C:4](=[O:23])[C:5]1[CH:10]=[CH:9][C:8]([CH2:11][N:12]2[CH2:17][CH2:16][N:15]([CH3:18])[CH2:14][CH2:13]2)=[C:7]([C:19]([F:22])([F:21])[F:20])[CH:6]=1)C.[OH-].[Na+].Cl. Given the product [CH3:18][N:15]1[CH2:16][CH2:17][N:12]([CH2:11][C:8]2[CH:9]=[CH:10][C:5]([C:4]([OH:23])=[O:3])=[CH:6][C:7]=2[C:19]([F:22])([F:20])[F:21])[CH2:13][CH2:14]1, predict the reactants needed to synthesize it. (2) Given the product [C:1]([C:5]1[CH:10]=[CH:9][C:8]([N+:11]([O-:13])=[O:12])=[CH:7][C:6]=1[CH:14]=[CH:15][CH2:16][CH:17]=[O:18])([CH3:4])([CH3:2])[CH3:3], predict the reactants needed to synthesize it. The reactants are: [C:1]([C:5]1[CH:10]=[CH:9][C:8]([N+:11]([O-:13])=[O:12])=[CH:7][C:6]=1[CH:14]=[CH:15][CH2:16][CH2:17][OH:18])([CH3:4])([CH3:3])[CH3:2].C(Cl)(=O)C(Cl)=O.CS(C)=O.[NH4+].[Cl-]. (3) Given the product [CH3:1][O:2][C:3]1[CH:4]=[CH:5][C:6]([C:9]2[N:13]([C:14]3[CH:15]=[CH:16][CH:17]=[CH:18][CH:19]=3)[N:12]=[C:11]([CH2:20][CH2:21][CH2:22][N:35]3[CH2:34][CH2:33][N:32]([C:26]4[CH:27]=[CH:28][C:29]([CH3:31])=[CH:30][C:25]=4[CH3:24])[CH2:37][CH2:36]3)[CH:10]=2)=[CH:7][CH:8]=1, predict the reactants needed to synthesize it. The reactants are: [CH3:1][O:2][C:3]1[CH:8]=[CH:7][C:6]([C:9]2[N:13]([C:14]3[CH:19]=[CH:18][CH:17]=[CH:16][CH:15]=3)[N:12]=[C:11]([CH2:20][CH2:21][CH:22]=O)[CH:10]=2)=[CH:5][CH:4]=1.[CH3:24][C:25]1[CH:30]=[C:29]([CH3:31])[CH:28]=[CH:27][C:26]=1[N:32]1[CH2:37][CH2:36][NH:35][CH2:34][CH2:33]1.CCN(C(C)C)C(C)C.[BH-](OC(C)=O)(OC(C)=O)OC(C)=O.[Na+]. (4) Given the product [F:1][C:2]1[CH:3]=[C:4]2[C:9](=[CH:10][C:11]=1[F:12])[N:8]=[C:7]1[N:13]([C:17]3[CH:22]=[CH:21][CH:20]=[CH:19][N:18]=3)[N:14]=[C:15]([CH3:16])[C:6]1=[C:5]2[O:23][CH2:25][CH2:26][CH3:27], predict the reactants needed to synthesize it. The reactants are: [F:1][C:2]1[CH:3]=[C:4]2[C:9](=[CH:10][C:11]=1[F:12])[NH:8][C:7]1[N:13]([C:17]3[CH:22]=[CH:21][CH:20]=[CH:19][N:18]=3)[N:14]=[C:15]([CH3:16])[C:6]=1[C:5]2=[O:23].I[CH2:25][CH2:26][CH3:27]. (5) Given the product [Br:14][C:11]1[CH:12]=[CH:13][C:8]([N:7]([CH3:19])[C:6](=[O:18])[OH:5])=[N:9][C:10]=1[N+:15]([O-:17])=[O:16].[C:1]([O:5][C:6](=[O:18])[N:7]([C:8]1[CH:13]=[CH:12][C:11]([Br:14])=[C:10]([N+:15]([O-:17])=[O:16])[N:9]=1)[CH3:19])([CH3:4])([CH3:2])[CH3:3], predict the reactants needed to synthesize it. The reactants are: [C:1]([O:5][C:6](=[O:18])[NH:7][C:8]1[CH:13]=[CH:12][C:11]([Br:14])=[C:10]([N+:15]([O-:17])=[O:16])[N:9]=1)([CH3:4])([CH3:3])[CH3:2].[CH2:19]1CCN2C(=NCCC2)CC1.CI.